From a dataset of Forward reaction prediction with 1.9M reactions from USPTO patents (1976-2016). Predict the product of the given reaction. (1) Given the reactants Br[C:2]1[C:7]([O:8][CH:9]2[CH2:14][CH2:13][CH2:12][CH2:11][CH2:10]2)=[CH:6][CH:5]=[CH:4][C:3]=1[C:15]1[C:20]([CH3:21])=[CH:19][C:18]([CH3:22])=[C:17]([C:23]2[CH:28]=[CH:27][CH:26]=[CH:25][CH:24]=2)[C:16]=1[CH3:29].C(OCCCC)CCC.[Li]C(C)(C)C.[C:44]([P:48]([C:50]([CH3:53])([CH3:52])[CH3:51])Cl)([CH3:47])([CH3:46])[CH3:45].[NH4+].[OH-], predict the reaction product. The product is: [C:44]([P:48]([C:50]([CH3:53])([CH3:52])[CH3:51])[C:2]1[C:7]([O:8][CH:9]2[CH2:14][CH2:13][CH2:12][CH2:11][CH2:10]2)=[CH:6][CH:5]=[CH:4][C:3]=1[C:15]1[C:20]([CH3:21])=[CH:19][C:18]([CH3:22])=[C:17]([C:23]2[CH:28]=[CH:27][CH:26]=[CH:25][CH:24]=2)[C:16]=1[CH3:29])([CH3:47])([CH3:46])[CH3:45]. (2) Given the reactants [CH2:1]([N:3]1[CH2:8][CH2:7][N:6]([C:9]2[C:18]3[C:13](=[CH:14][CH:15]=[CH:16][CH:17]=3)[CH:12]=[C:11]([C:19]3[CH:24]=[CH:23][C:22]([C:25](=[O:27])[CH3:26])=[CH:21][CH:20]=3)[N:10]=2)[CH2:5][CH2:4]1)[CH3:2].[CH3:28]COCC.[Cl-].[NH4+].C(=O)([O-])[O-].[Na+].[Na+], predict the reaction product. The product is: [CH2:1]([N:3]1[CH2:4][CH2:5][N:6]([C:9]2[C:18]3[C:13](=[CH:14][CH:15]=[CH:16][CH:17]=3)[CH:12]=[C:11]([C:19]3[CH:20]=[CH:21][C:22]([C:25]([OH:27])([CH3:28])[CH3:26])=[CH:23][CH:24]=3)[N:10]=2)[CH2:7][CH2:8]1)[CH3:2]. (3) Given the reactants [C:1]([C:3]1[C:11]2[C:6](=[CH:7][C:8]([C:12](O)=[O:13])=[CH:9][CH:10]=2)[N:5]([CH2:15][CH3:16])[CH:4]=1)#[N:2].C(Cl)(=O)C([Cl:20])=O, predict the reaction product. The product is: [C:1]([C:3]1[C:11]2[C:6](=[CH:7][C:8]([C:12]([Cl:20])=[O:13])=[CH:9][CH:10]=2)[N:5]([CH2:15][CH3:16])[CH:4]=1)#[N:2]. (4) Given the reactants [C:1]([O:7][CH2:8][CH3:9])(=[O:6])[CH2:2][C:3]([O-:5])=O.C[Mg]Br.Cl.[Br:14][C:15]1[N:16]=[CH:17][N:18]([C:23]2[CH:28]=[CH:27][C:26]([CH3:29])=[CH:25][C:24]=2[CH3:30])[C:19]=1C(Cl)=O, predict the reaction product. The product is: [Br:14][C:15]1[N:16]=[CH:17][N:18]([C:23]2[CH:28]=[CH:27][C:26]([CH3:29])=[CH:25][C:24]=2[CH3:30])[C:19]=1[C:3](=[O:5])[CH2:2][C:1]([O:7][CH2:8][CH3:9])=[O:6]. (5) Given the reactants [CH3:1][C:2]([CH3:12])=[CH:3][C:4](=O)[CH2:5][C:6]([O:8]CC)=[O:7].[N:13]([C:16]1[CH:26]=[CH:25][C:19]([C:20]([NH:22][CH2:23][CH3:24])=[O:21])=[CH:18][CH:17]=1)=[N+:14]=[N-:15].[O-]CC.[Na+], predict the reaction product. The product is: [CH2:23]([NH:22][C:20]([C:19]1[CH:25]=[CH:26][C:16]([N:13]2[C:4]([CH:3]=[C:2]([CH3:1])[CH3:12])=[C:5]([C:6]([OH:8])=[O:7])[N:15]=[N:14]2)=[CH:17][CH:18]=1)=[O:21])[CH3:24].